From a dataset of Catalyst prediction with 721,799 reactions and 888 catalyst types from USPTO. Predict which catalyst facilitates the given reaction. (1) Reactant: CCN(C(C)C)C(C)C.C1C=CC2N(O)N=NC=2C=1.[C:20]([NH:23][C@H:24]([C:27]([OH:29])=O)[CH2:25][OH:26])(=[O:22])[CH3:21].CCN=C=NCCCN(C)C.Cl.[Cl:42][C:43]1[CH:44]=[C:45]2[C:49](=[CH:50][CH:51]=1)[NH:48][C:47]([C:52]([NH:54][C@@H:55]1[CH2:63][C:62]3[C:57](=[CH:58][CH:59]=[CH:60][CH:61]=3)[C@H:56]1[NH:64][CH3:65])=[O:53])=[CH:46]2.C(O)(C(F)(F)F)=O. Product: [C:20]([NH:23][C@H:24]([C:27]([N:64]([CH3:65])[C@@H:56]1[C:57]2[C:62](=[CH:61][CH:60]=[CH:59][CH:58]=2)[CH2:63][C@H:55]1[NH:54][C:52]([C:47]1[NH:48][C:49]2[C:45]([CH:46]=1)=[CH:44][C:43]([Cl:42])=[CH:51][CH:50]=2)=[O:53])=[O:29])[CH2:25][OH:26])(=[O:22])[CH3:21]. The catalyst class is: 3. (2) Reactant: C(OC(=O)[NH:7][C:8]1[CH2:9][O:10][CH2:11][C:12]([C:15]2[CH:20]=[CH:19][CH:18]=[C:17]([NH:21][C:22]3[C:26]4[CH:27]=[CH:28][C:29]([Br:31])=[CH:30][C:25]=4[S:24][N:23]=3)[CH:16]=2)([CH3:14])[N:13]=1)(C)(C)C.C(O)(C(F)(F)F)=O. Product: [NH2:7][C:8]1[CH2:9][O:10][CH2:11][C:12]([C:15]2[CH:16]=[C:17]([NH:21][C:22]3[C:26]4[CH:27]=[CH:28][C:29]([Br:31])=[CH:30][C:25]=4[S:24][N:23]=3)[CH:18]=[CH:19][CH:20]=2)([CH3:14])[N:13]=1. The catalyst class is: 2. (3) Reactant: FC(F)(F)C(O)=O.[CH2:8]([O:15][C:16]1[CH:17]=[C:18]2[C:22](=[CH:23][CH:24]=1)[NH:21][CH:20]=[C:19]2[C:25]1[CH2:26][CH2:27][N:28]([CH3:31])[CH2:29][CH:30]=1)[C:9]1[CH:14]=[CH:13][CH:12]=[CH:11][CH:10]=1.C([SiH](CC)CC)C. Product: [CH2:8]([O:15][C:16]1[CH:17]=[C:18]2[C:22](=[CH:23][CH:24]=1)[NH:21][CH:20]=[C:19]2[CH:25]1[CH2:26][CH2:27][N:28]([CH3:31])[CH2:29][CH2:30]1)[C:9]1[CH:14]=[CH:13][CH:12]=[CH:11][CH:10]=1. The catalyst class is: 2.